Dataset: Reaction yield outcomes from USPTO patents with 853,638 reactions. Task: Predict the reaction yield, written as a fraction of the theoretical maximum amount of product (1.0 means a 100% yield; for example, 0.34 means a 34% yield). The reactants are C([O:5][C:6](=[O:18])[CH2:7][CH:8]([NH:11][C:12]([O:14][CH2:15][CH:16]=[CH2:17])=[O:13])[CH2:9][OH:10])(C)(C)C.[CH2:19]1[C:27]2[C:22](=[CH:23][CH:24]=[CH:25][CH:26]=2)[CH2:21][CH:20]1O. No catalyst specified. The product is [CH2:15]([O:14][C:12](=[O:13])[NH:11][CH:8]1[CH2:7][C:6](=[O:5])[O:18][CH:9]1[O:10][CH:20]1[CH2:19][C:27]2[C:22](=[CH:23][CH:24]=[CH:25][CH:26]=2)[CH2:21]1)[CH:16]=[CH2:17]. The yield is 0.650.